Dataset: Forward reaction prediction with 1.9M reactions from USPTO patents (1976-2016). Task: Predict the product of the given reaction. (1) Given the reactants [Br:1][C:2]1[CH:16]=[CH:15][C:5]2[N:6]=[C:7]([NH:9][C:10]([NH:12][CH2:13][CH3:14])=[O:11])[S:8][C:4]=2[C:3]=1[OH:17].C(=O)([O-])[O-].[K+].[K+].[CH2:24](Br)[C:25]1[CH:30]=[CH:29][CH:28]=[CH:27][CH:26]=1.CO, predict the reaction product. The product is: [Br:1][C:2]1[CH:16]=[CH:15][C:5]2[N:6]=[C:7]([NH:9][C:10]([NH:12][CH2:13][CH3:14])=[O:11])[S:8][C:4]=2[C:3]=1[O:17][CH2:24][C:25]1[CH:30]=[CH:29][CH:28]=[CH:27][CH:26]=1. (2) Given the reactants [C:1]1([C:7]2[CH:8]=[C:9]([CH:12]=O)[S:10][CH:11]=2)[CH:6]=[CH:5][CH:4]=[CH:3][CH:2]=1.[S:14]1[CH2:20][C:18](=[O:19])[NH:17][C:15]1=[S:16].C([O-])(=O)C.[Na+].O, predict the reaction product. The product is: [C:1]1([C:7]2[CH:8]=[C:9]([CH:12]=[C:20]3[S:14][C:15](=[S:16])[NH:17][C:18]3=[O:19])[S:10][CH:11]=2)[CH:2]=[CH:3][CH:4]=[CH:5][CH:6]=1. (3) Given the reactants [C:1]([C:3]1[CH:8]=[CH:7][C:6]([C@H:9]2[C@:13]3([N:17]([CH3:18])[C:16](=[O:19])[N:15]([C:20]4[CH:25]=[C:24]([Cl:26])[CH:23]=[C:22]([Cl:27])[CH:21]=4)[C:14]3=[O:28])[CH2:12][N:11]([CH2:29][C:30]3[S:34][CH:33]=[C:32]([C:35]([OH:37])=[O:36])[CH:31]=3)[CH2:10]2)=[CH:5][CH:4]=1)#[N:2].[CH3:38][Si](C=[N+]=[N-])(C)C.OP(O)(O)=O, predict the reaction product. The product is: [CH3:38][O:36][C:35]([C:32]1[CH:31]=[C:30]([CH2:29][N:11]2[CH2:10][C@@H:9]([C:6]3[CH:7]=[CH:8][C:3]([C:1]#[N:2])=[CH:4][CH:5]=3)[C@:13]3([N:17]([CH3:18])[C:16](=[O:19])[N:15]([C:20]4[CH:21]=[C:22]([Cl:27])[CH:23]=[C:24]([Cl:26])[CH:25]=4)[C:14]3=[O:28])[CH2:12]2)[S:34][CH:33]=1)=[O:37]. (4) Given the reactants [CH:1]1([N:4]([CH:18]2[CH2:23][CH2:22][NH:21][CH2:20][CH2:19]2)[S:5]([C:8]2[CH:13]=[CH:12][CH:11]=[C:10]([C:14]([F:17])([F:16])[F:15])[CH:9]=2)(=[O:7])=[O:6])[CH2:3][CH2:2]1.C1C=CC2N(O)N=NC=2C=1.CCN=C=NCCCN(C)C.[C:45]([O:49][C:50]([NH:52][C@H:53]1[CH2:57][CH2:56][CH2:55][C@H:54]1[C:58](O)=[O:59])=[O:51])([CH3:48])([CH3:47])[CH3:46], predict the reaction product. The product is: [C:45]([O:49][C:50](=[O:51])[NH:52][C@@H:53]1[CH2:57][CH2:56][CH2:55][C@@H:54]1[C:58]([N:21]1[CH2:22][CH2:23][CH:18]([N:4]([CH:1]2[CH2:3][CH2:2]2)[S:5]([C:8]2[CH:13]=[CH:12][CH:11]=[C:10]([C:14]([F:17])([F:15])[F:16])[CH:9]=2)(=[O:6])=[O:7])[CH2:19][CH2:20]1)=[O:59])([CH3:48])([CH3:46])[CH3:47]. (5) Given the reactants [C:1]([O:9][C:10]12[O:16][CH:11]1[CH2:12][CH2:13][CH2:14][CH2:15]2)(=[O:8])[C:2]1[CH:7]=[CH:6][CH:5]=[CH:4][CH:3]=1.CC1C=CC(S(O)(=O)=O)=CC=1, predict the reaction product. The product is: [C:1]([O:9][C@@H:10]1[CH2:15][CH2:14][CH2:13][CH2:12][C:11]1=[O:16])(=[O:8])[C:2]1[CH:3]=[CH:4][CH:5]=[CH:6][CH:7]=1. (6) The product is: [C:42]([O:41][C:39]([N:35]1[CH2:36][CH2:37][CH2:38][C@H:34]1[CH2:33][O:32][C:31]1[CH:30]=[CH:29][C:28]([C:2]2[C:7]([C:8]([F:11])([F:10])[F:9])=[CH:6][C:5]([NH:12][C:13]3[N:17]=[C:16]([NH2:18])[NH:15][N:14]=3)=[CH:4][C:3]=2[Cl:19])=[CH:47][CH:46]=1)=[O:40])([CH3:45])([CH3:43])[CH3:44]. Given the reactants Br[C:2]1[C:7]([C:8]([F:11])([F:10])[F:9])=[CH:6][C:5]([NH:12][C:13]2[N:17]=[C:16]([NH2:18])[NH:15][N:14]=2)=[CH:4][C:3]=1[Cl:19].CC1(C)C(C)(C)OB([C:28]2[CH:47]=[CH:46][C:31]([O:32][CH2:33][C@@H:34]3[CH2:38][CH2:37][CH2:36][N:35]3[C:39]([O:41][C:42]([CH3:45])([CH3:44])[CH3:43])=[O:40])=[CH:30][CH:29]=2)O1.O1CCOCC1.O.C(=O)([O-])[O-].[K+].[K+], predict the reaction product. (7) Given the reactants [C:1]1([C:7](=O)[CH2:8][C:9]2[CH:14]=[CH:13][CH:12]=[CH:11][CH:10]=2)[CH:6]=[CH:5][CH:4]=[CH:3][CH:2]=1.[O:16]1[CH:20]=[C:19]([C:21]2[CH:22]=[C:23]([CH:26]=[CH:27][CH:28]=2)[CH:24]=O)[CH:18]=[N:17]1.[NH2:29][C:30]([NH2:32])=[O:31].Cl, predict the reaction product. The product is: [O:16]1[CH:20]=[C:19]([C:21]2[CH:22]=[C:23]([CH:24]3[C:8]([C:9]4[CH:14]=[CH:13][CH:12]=[CH:11][CH:10]=4)=[C:7]([C:1]4[CH:6]=[CH:5][CH:4]=[CH:3][CH:2]=4)[NH:32][C:30](=[O:31])[NH:29]3)[CH:26]=[CH:27][CH:28]=2)[CH:18]=[N:17]1.